Dataset: Full USPTO retrosynthesis dataset with 1.9M reactions from patents (1976-2016). Task: Predict the reactants needed to synthesize the given product. (1) Given the product [ClH:1].[Cl:1][C:2]1[CH:3]=[C:4]([C:8]2[N:17]([CH2:18][C:19]([NH:21][CH:22]([CH3:23])[CH3:24])=[O:20])[C:16](=[O:25])[C:15]3[C:10](=[CH:11][CH:12]=[C:13]([O:26][CH2:27][CH2:28][CH2:29][N:30]4[CH2:35][CH2:34][CH2:33][CH2:32][CH2:31]4)[CH:14]=3)[N:9]=2)[CH:5]=[CH:6][CH:7]=1, predict the reactants needed to synthesize it. The reactants are: [Cl:1][C:2]1[CH:3]=[C:4]([C:8]2[N:17]([CH2:18][C:19]([NH:21][CH:22]([CH3:24])[CH3:23])=[O:20])[C:16](=[O:25])[C:15]3[C:10](=[CH:11][CH:12]=[C:13]([O:26][CH2:27][CH2:28][CH2:29][N:30]4[CH2:35][CH2:34][CH2:33][CH2:32][CH2:31]4)[CH:14]=3)[N:9]=2)[CH:5]=[CH:6][CH:7]=1.Cl.C(Cl)(C)=O. (2) Given the product [NH:8]1[CH2:12][CH2:11][C:10]2([C:16]3[CH:17]=[CH:18][CH:19]=[CH:20][C:15]=3[S:14](=[O:22])(=[O:21])[NH:13]2)[CH2:9]1, predict the reactants needed to synthesize it. The reactants are: C([N:8]1[CH2:12][CH2:11][C:10]2([C:16]3[CH:17]=[CH:18][CH:19]=[CH:20][C:15]=3[S:14](=[O:22])(=[O:21])[NH:13]2)[CH2:9]1)C1C=CC=CC=1.C(O)=O. (3) Given the product [C:11]([O:15][C:16]([N:18]1[CH2:23][CH2:22][N:21]([C:24](=[O:32])[C:25]2[CH:26]=[CH:27][C:28]([NH:10][C:7]3[N:8]=[CH:9][C:4]([N+:1]([O-:3])=[O:2])=[CH:5][N:6]=3)=[CH:29][CH:30]=2)[CH2:20][CH2:19]1)=[O:17])([CH3:14])([CH3:12])[CH3:13], predict the reactants needed to synthesize it. The reactants are: [N+:1]([C:4]1[CH:5]=[N:6][C:7]([NH2:10])=[N:8][CH:9]=1)([O-:3])=[O:2].[C:11]([O:15][C:16]([N:18]1[CH2:23][CH2:22][N:21]([C:24](=[O:32])[C:25]2[CH:30]=[CH:29][C:28](Br)=[CH:27][CH:26]=2)[CH2:20][CH2:19]1)=[O:17])([CH3:14])([CH3:13])[CH3:12].CC1(C)C2C(=C(P(C3C=CC=CC=3)C3C=CC=CC=3)C=CC=2)OC2C(P(C3C=CC=CC=3)C3C=CC=CC=3)=CC=CC1=2.CC(C)([O-])C.[K+]. (4) The reactants are: C[O:2][C:3](=[O:33])[CH2:4][C:5]1[CH:10]=[CH:9][C:8]([C:11]2[S:12][C:13]([C:16]3[N:17]([C:25]4[CH:30]=[CH:29][CH:28]=[CH:27][C:26]=4[Cl:31])[CH:18]=[C:19]([C:21]([F:24])([F:23])[F:22])[N:20]=3)=[CH:14][CH:15]=2)=[C:7]([CH3:32])[CH:6]=1.O.[OH-].[Li+].Cl. Given the product [Cl:31][C:26]1[CH:27]=[CH:28][CH:29]=[CH:30][C:25]=1[N:17]1[CH:18]=[C:19]([C:21]([F:23])([F:24])[F:22])[N:20]=[C:16]1[C:13]1[S:12][C:11]([C:8]2[CH:9]=[CH:10][C:5]([CH2:4][C:3]([OH:33])=[O:2])=[CH:6][C:7]=2[CH3:32])=[CH:15][CH:14]=1, predict the reactants needed to synthesize it. (5) Given the product [Br:1][C:2]1[CH:3]=[C:4]2[N:21]([C@H:22]([CH2:23][O:24][CH3:30])[CH2:25][CH3:26])[CH:20]=[C:19]([CH3:27])[C:5]2=[N:6][C:7]=1[C:8]1[C:9]([O:17][CH3:18])=[N:10][C:11]([CH:14]([CH3:16])[CH3:15])=[CH:12][CH:13]=1, predict the reactants needed to synthesize it. The reactants are: [Br:1][C:2]1[CH:3]=[C:4]2[N:21]([C@@H:22]([CH2:25][CH3:26])[CH2:23][OH:24])[CH:20]=[C:19]([CH3:27])[C:5]2=[N:6][C:7]=1[C:8]1[C:9]([O:17][CH3:18])=[N:10][C:11]([CH:14]([CH3:16])[CH3:15])=[CH:12][CH:13]=1.[H-].[Na+].[CH3:30]I.O. (6) Given the product [OH:12][C:3]1[CH:4]=[CH:5][C:6]([CH:7]=[CH:8][C:9]([O:11][CH3:18])=[O:10])=[CH:1][CH:2]=1, predict the reactants needed to synthesize it. The reactants are: [CH:1]1[C:6](/[CH:7]=[CH:8]/[C:9]([OH:11])=[O:10])=[CH:5][CH:4]=[C:3]([OH:12])[CH:2]=1.S(=O)(=O)(O)O.[CH3:18]O. (7) Given the product [NH2:34][CH:14]([C@H:15]1[CH2:20][CH2:19][C@H:18]([NH:21][CH2:22][C:23]2[CH:24]=[CH:25][C:26]3[O:27][CH2:28][C:29](=[O:33])[NH:30][C:31]=3[N:32]=2)[CH2:17][CH2:16]1)[CH2:13][N:10]1[C:11]2[C:6](=[CH:5][CH:4]=[C:3]([C:1]#[N:2])[CH:12]=2)[CH:7]=[CH:8][C:9]1=[O:47], predict the reactants needed to synthesize it. The reactants are: [C:1]([C:3]1[CH:12]=[C:11]2[C:6]([CH:7]=[CH:8][C:9](=[O:47])[N:10]2[CH2:13][CH:14]([NH:34]S(C2C=CC=CC=2[N+]([O-])=O)(=O)=O)[C@H:15]2[CH2:20][CH2:19][C@H:18]([NH:21][CH2:22][C:23]3[CH:24]=[CH:25][C:26]4[O:27][CH2:28][C:29](=[O:33])[NH:30][C:31]=4[N:32]=3)[CH2:17][CH2:16]2)=[CH:5][CH:4]=1)#[N:2].C1(S)C=CC=CC=1.C(=O)([O-])[O-].[K+].[K+]. (8) Given the product [OH:3][C@@H:4]1[CH2:5][CH2:6][C@H:7]([NH:10][C:11](=[O:20])[O:12][CH2:13][C:14]2[CH:19]=[CH:18][CH:17]=[CH:16][CH:15]=2)[C@H:8]([CH2:2][OH:1])[CH2:9]1, predict the reactants needed to synthesize it. The reactants are: [O:1]=[C:2]1[C@@H:8]2[CH2:9][CH:4]([CH2:5][CH2:6][C@@H:7]2[NH:10][C:11](=[O:20])[O:12][CH2:13][C:14]2[CH:19]=[CH:18][CH:17]=[CH:16][CH:15]=2)[O:3]1.[Li+].[BH4-]. (9) Given the product [Cl:1][CH2:2][CH2:3][C:4]([C:6]1[CH:11]=[CH:10][CH:9]=[CH:8][CH:7]=1)([OH:5])[CH2:16][CH:15]=[CH2:14], predict the reactants needed to synthesize it. The reactants are: [Cl:1][CH2:2][CH2:3][C:4]([C:6]1[CH:11]=[CH:10][CH:9]=[CH:8][CH:7]=1)=[O:5].[NH4+].[Cl-].[CH2:14](Br)[CH:15]=[CH2:16]. (10) Given the product [Cl:38][C:39]1[C:44]([C:45]2[C:46]([F:59])([F:58])[C:47](=[CH2:57])[CH2:48][N:49]=2)=[CH:43][CH:42]=[CH:41][N:40]=1, predict the reactants needed to synthesize it. The reactants are: C(NC(C)C)(C)C.C([Li])CCC.ClC1C=CC=CN=1.FC1(F)C(=C)CN(C(OC(C)(C)C)=O)C1=O.[Cl-].[NH4+].[Cl:38][C:39]1[C:44]([C:45](=O)[C:46]([F:59])([F:58])[C:47](=[CH2:57])[CH2:48][NH:49]C(=O)OC(C)(C)C)=[CH:43][CH:42]=[CH:41][N:40]=1.ClC1C(C2(O)C(F)(F)C(=C)CN2C(OC(C)(C)C)=O)=CC=CN=1.Cl.